Dataset: NCI-60 drug combinations with 297,098 pairs across 59 cell lines. Task: Regression. Given two drug SMILES strings and cell line genomic features, predict the synergy score measuring deviation from expected non-interaction effect. (1) Drug 1: CC1=C(C(CCC1)(C)C)C=CC(=CC=CC(=CC(=O)O)C)C. Drug 2: CN1C2=C(C=C(C=C2)N(CCCl)CCCl)N=C1CCCC(=O)O.Cl. Cell line: SR. Synergy scores: CSS=-5.08, Synergy_ZIP=0.711, Synergy_Bliss=-4.88, Synergy_Loewe=-10.8, Synergy_HSA=-9.70. (2) Cell line: PC-3. Synergy scores: CSS=39.8, Synergy_ZIP=5.47, Synergy_Bliss=2.01, Synergy_Loewe=-2.31, Synergy_HSA=2.72. Drug 1: C1=C(C(=O)NC(=O)N1)F. Drug 2: C1=CC=C(C(=C1)C(C2=CC=C(C=C2)Cl)C(Cl)Cl)Cl. (3) Drug 1: C1CN1P(=S)(N2CC2)N3CC3. Drug 2: CC(C)CN1C=NC2=C1C3=CC=CC=C3N=C2N. Cell line: ACHN. Synergy scores: CSS=38.7, Synergy_ZIP=-0.453, Synergy_Bliss=0.181, Synergy_Loewe=1.97, Synergy_HSA=1.66. (4) Drug 1: C1C(C(OC1N2C=C(C(=O)NC2=O)F)CO)O. Drug 2: C1CC(=O)NC(=O)C1N2C(=O)C3=CC=CC=C3C2=O. Cell line: SNB-75. Synergy scores: CSS=17.1, Synergy_ZIP=-0.856, Synergy_Bliss=-0.556, Synergy_Loewe=-45.1, Synergy_HSA=-0.586.